Dataset: Full USPTO retrosynthesis dataset with 1.9M reactions from patents (1976-2016). Task: Predict the reactants needed to synthesize the given product. Given the product [OH2:35].[CH2:20]([N:7]1[C:6]([CH2:5][CH2:4][CH2:3][CH2:2][N:31]2[CH2:32][CH2:33][N:28]([C:23]3[CH:24]=[CH:25][CH:26]=[CH:27][N:22]=3)[CH2:29][CH2:30]2)=[C:18]2[C:9]([C:10]([NH2:19])=[N:11][C:12]3[CH:13]=[CH:14][CH:15]=[CH:16][C:17]=32)=[N:8]1)[CH3:21], predict the reactants needed to synthesize it. The reactants are: Cl[CH2:2][CH2:3][CH2:4][CH2:5][C:6]1[N:7]([CH2:20][CH3:21])[N:8]=[C:9]2[C:18]=1[C:17]1[CH:16]=[CH:15][CH:14]=[CH:13][C:12]=1[N:11]=[C:10]2[NH2:19].[N:22]1[CH:27]=[CH:26][CH:25]=[CH:24][C:23]=1[N:28]1[CH2:33][CH2:32][NH:31][CH2:30][CH2:29]1.C(=O)([O-])[O-:35].[K+].[K+].[I-].[Na+].